From a dataset of NCI-60 drug combinations with 297,098 pairs across 59 cell lines. Regression. Given two drug SMILES strings and cell line genomic features, predict the synergy score measuring deviation from expected non-interaction effect. (1) Drug 1: CNC(=O)C1=NC=CC(=C1)OC2=CC=C(C=C2)NC(=O)NC3=CC(=C(C=C3)Cl)C(F)(F)F. Drug 2: C1C(C(OC1N2C=NC3=C2NC=NCC3O)CO)O. Cell line: RPMI-8226. Synergy scores: CSS=24.0, Synergy_ZIP=11.8, Synergy_Bliss=9.53, Synergy_Loewe=13.0, Synergy_HSA=5.92. (2) Drug 1: C1CN1C2=NC(=NC(=N2)N3CC3)N4CC4. Drug 2: C1CCC(CC1)NC(=O)N(CCCl)N=O. Cell line: RXF 393. Synergy scores: CSS=1.18, Synergy_ZIP=-2.31, Synergy_Bliss=0.164, Synergy_Loewe=-3.73, Synergy_HSA=-0.257. (3) Drug 2: C1CN(P(=O)(OC1)NCCCl)CCCl. Cell line: MCF7. Drug 1: C1=NC2=C(N=C(N=C2N1C3C(C(C(O3)CO)O)O)F)N. Synergy scores: CSS=-4.04, Synergy_ZIP=2.58, Synergy_Bliss=2.57, Synergy_Loewe=-1.91, Synergy_HSA=-2.79. (4) Drug 1: C1=NC2=C(N=C(N=C2N1C3C(C(C(O3)CO)O)O)F)N. Drug 2: CS(=O)(=O)OCCCCOS(=O)(=O)C. Cell line: HCT116. Synergy scores: CSS=17.1, Synergy_ZIP=-7.16, Synergy_Bliss=-3.79, Synergy_Loewe=-1.33, Synergy_HSA=-0.717.